From a dataset of Peptide-MHC class II binding affinity with 134,281 pairs from IEDB. Regression. Given a peptide amino acid sequence and an MHC pseudo amino acid sequence, predict their binding affinity value. This is MHC class II binding data. (1) The peptide sequence is GGLPLAGAGGAGAGP. The MHC is DRB1_0401 with pseudo-sequence DRB1_0401. The binding affinity (normalized) is 0.151. (2) The peptide sequence is ASNPNYLAILVKYVD. The MHC is HLA-DPA10103-DPB10401 with pseudo-sequence HLA-DPA10103-DPB10401. The binding affinity (normalized) is 0.348. (3) The peptide sequence is MSWQTYVDEHLMCEI. The MHC is DRB4_0101 with pseudo-sequence DRB4_0103. The binding affinity (normalized) is 0.567. (4) The peptide sequence is GEALSTLVVNKIRGT. The MHC is DRB1_0101 with pseudo-sequence DRB1_0101. The binding affinity (normalized) is 0.475. (5) The peptide sequence is ELGEWVFSAIKSPQA. The binding affinity (normalized) is 0.578. The MHC is DRB5_0101 with pseudo-sequence DRB5_0101. (6) The peptide sequence is SSCEVALSYYPTPLA. The MHC is DRB1_0401 with pseudo-sequence DRB1_0401. The binding affinity (normalized) is 0.382. (7) The peptide sequence is APEVEYTVFETALKK. The MHC is HLA-DQA10101-DQB10501 with pseudo-sequence HLA-DQA10101-DQB10501. The binding affinity (normalized) is 0.207. (8) The peptide sequence is PADKYKTLEAAFTVS. The MHC is DRB1_0101 with pseudo-sequence DRB1_0101. The binding affinity (normalized) is 0.856.